From a dataset of Forward reaction prediction with 1.9M reactions from USPTO patents (1976-2016). Predict the product of the given reaction. (1) Given the reactants [Br:1][C:2]1[CH:10]=[C:9]2[C:5]([C:6](=[O:12])[C:7](=[O:11])[NH:8]2)=[CH:4][CH:3]=1.[CH3:13][Mg]Br, predict the reaction product. The product is: [Br:1][C:2]1[CH:10]=[C:9]2[C:5]([C:6]([OH:12])([CH3:13])[C:7](=[O:11])[NH:8]2)=[CH:4][CH:3]=1. (2) The product is: [OH:22][C@H:12]1[CH2:11][CH2:10][C@H:9]2[C@H:8]3[C@H:17]([C:16](=[CH2:21])[CH2:15][C@:13]12[CH3:14])[C@@H:18]1[C:5](=[CH:4][C:3](=[O:2])[CH2:20][CH2:19]1)[CH2:6][C@H:7]3[CH3:23]. Given the reactants C[O:2][C:3]1[CH:20]=[CH:19][C:18]2[C@@H:17]3[C@H:8]([C@H:9]4[C@@:13]([CH2:15][C:16]3=[CH2:21])([CH3:14])[C:12](=[O:22])[CH2:11][CH2:10]4)[C@H:7]([CH3:23])[CH2:6][C:5]=2[CH:4]=1.[BH4-].[Na+].[Li].N, predict the reaction product. (3) Given the reactants Cl[C:2]1[C:11]2[C:6](=[C:7]([CH3:14])[C:8]([O:12][CH3:13])=[CH:9][CH:10]=2)[N:5]=[C:4]([C:15]2[CH:16]=[N:17][N:18]([CH2:20][CH:21]([CH3:23])[CH3:22])[CH:19]=2)[CH:3]=1.C(N1C=C(C2C=C([OH:41])C3C(=C(C)C(OC)=CC=3)N=2)C=N1)C, predict the reaction product. The product is: [OH:41][C:2]1[C:11]2[C:6](=[C:7]([CH3:14])[C:8]([O:12][CH3:13])=[CH:9][CH:10]=2)[N:5]=[C:4]([C:15]2[CH:16]=[N:17][N:18]([CH2:20][CH:21]([CH3:23])[CH3:22])[CH:19]=2)[CH:3]=1. (4) Given the reactants C1(P(C2C=CC=CC=2)C2C=CC=CC=2)C=CC=CC=1.[C:20]([Cl:24])(Cl)(Cl)Cl.[C:25]1([S:31]([C:34]2[CH:39]=[CH:38][CH:37]=[CH:36][C:35]=2CO)(=[O:33])=[O:32])[CH:30]=[CH:29][CH:28]=[CH:27][CH:26]=1.O1CCCC1, predict the reaction product. The product is: [C:25]1([S:31]([C:34]2[CH:39]=[CH:38][CH:37]=[CH:36][C:35]=2[CH2:20][Cl:24])(=[O:33])=[O:32])[CH:26]=[CH:27][CH:28]=[CH:29][CH:30]=1. (5) Given the reactants C([N:5](CCCC)CCCC)CCC.[CH:14]1[C:20](=O)[NH:19][C:17](=O)[N:16]([C@@H:22]2[O:26][C@H:25]([CH2:27][O:28][P:29]([O:32][P:33]([OH:36])([OH:35])=[O:34])([OH:31])=[O:30])[C@@H:24]([OH:37])[C@H:23]2[OH:38])[CH:15]=1.[CH:39]1[C:45](=[O:46])[NH:44][C:42](=[O:43])[N:41]([C@@H:47]2[O:51][C@H:50]([CH2:52][O:53][P:54]([O:57][P:58]([O-:61])([OH:60])=[O:59])([O-:56])=[O:55])[C@@H:49]([OH:62])[C@H:48]2[OH:63])[CH:40]=1.[Na+].[Na+], predict the reaction product. The product is: [P:29]([O:28][CH2:27][C@H:25]1[O:26][C@@H:22]([N:16]2[C:15]3[N:44]=[CH:42][N:41]=[C:20]([NH2:19])[C:14]=3[N:5]=[CH:17]2)[C@H:23]([OH:38])[C@@H:24]1[OH:37])([O:32][P:33]([OH:35])([OH:36])=[O:34])(=[O:30])[OH:31].[CH:39]1[C:45](=[O:46])[NH:44][C:42](=[O:43])[N:41]([C@@H:47]2[O:51][C@H:50]([CH2:52][O:53][P:54]([O:57][P:58]([OH:60])([OH:61])=[O:59])([OH:56])=[O:55])[C@@H:49]([OH:62])[C@H:48]2[OH:63])[CH:40]=1. (6) Given the reactants [Cl:1][C:2]1[CH:7]=[CH:6][CH:5]=[CH:4][C:3]=1[C:8]1[O:12][N:11]=[CH:10][C:9]=1[C:13]([OH:15])=O.C(O)(=O)C(O)=O.[Cl:22][C:23]1[CH:28]=[CH:27][C:26]([CH:29]2[CH2:33][CH2:32][NH:31][CH2:30]2)=[CH:25][CH:24]=1, predict the reaction product. The product is: [Cl:1][C:2]1[CH:7]=[CH:6][CH:5]=[CH:4][C:3]=1[C:8]1[O:12][N:11]=[CH:10][C:9]=1[C:13]([N:31]1[CH2:32][CH2:33][CH:29]([C:26]2[CH:27]=[CH:28][C:23]([Cl:22])=[CH:24][CH:25]=2)[CH2:30]1)=[O:15]. (7) Given the reactants [C:1]([O:5][C:6]([N:8]1[CH2:11][C:10](=O)[CH2:9]1)=[O:7])([CH3:4])([CH3:3])[CH3:2].[CH3:13][C:14]1([OH:20])[CH2:19][CH2:18][NH:17][CH2:16][CH2:15]1.C(O[BH-](OC(=O)C)OC(=O)C)(=O)C.[Na+], predict the reaction product. The product is: [C:1]([O:5][C:6]([N:8]1[CH2:11][CH:10]([N:17]2[CH2:18][CH2:19][C:14]([OH:20])([CH3:13])[CH2:15][CH2:16]2)[CH2:9]1)=[O:7])([CH3:4])([CH3:3])[CH3:2]. (8) The product is: [Br:3][C:4]1[N:8]2[N:9]=[C:10]([N:23]3[CH2:24][CH2:25][CH2:26][CH:22]3[C:16]3[CH:17]=[C:18]([CH3:21])[CH:19]=[CH:20][C:15]=3[CH3:14])[CH:11]=[CH:12][C:7]2=[N:6][CH:5]=1. Given the reactants [F-].[K+].[Br:3][C:4]1[N:8]2[N:9]=[C:10](Cl)[CH:11]=[CH:12][C:7]2=[N:6][CH:5]=1.[CH3:14][C:15]1[CH:20]=[CH:19][C:18]([CH3:21])=[CH:17][C:16]=1[CH:22]1[CH2:26][CH2:25][CH2:24][NH:23]1, predict the reaction product. (9) Given the reactants [Cl:1][C:2]1[C:11]([C:12]([F:15])([F:14])[F:13])=[N:10][C:9]2[C:4](=[CH:5][C:6](F)=[C:7](OC)[CH:8]=2)[N:3]=1.[CH:19]([O:22]C1C=C2C(=CC=1)NC(=O)C(C(F)(F)F)=N2)([CH3:21])[CH3:20].C(OC1C=C2C(N=C(C(F)(F)F)C(=O)N2)=CC=1)(C)C.ClC1C(C(F)(F)F)=NC2C(=CC(OC)=C(F)C=2)N=1, predict the reaction product. The product is: [Cl:1][C:2]1[C:11]([C:12]([F:13])([F:14])[F:15])=[N:10][C:9]2[C:4](=[CH:5][C:6]([O:22][CH:19]([CH3:21])[CH3:20])=[CH:7][CH:8]=2)[N:3]=1. (10) Given the reactants [CH3:1][C:2]1[CH:3]=[C:4]([C:25]2[CH:30]=[CH:29][C:28]([N+:31]([O-])=O)=[CH:27][CH:26]=2)[CH:5]=[CH:6][C:7]=1[C:8](=[O:24])[CH2:9][CH:10]([CH2:16][CH2:17][C:18]1[CH:23]=[CH:22][CH:21]=[CH:20][CH:19]=1)[C:11]([O:13][CH2:14][CH3:15])=[O:12].Cl, predict the reaction product. The product is: [NH2:31][C:28]1[CH:27]=[CH:26][C:25]([C:4]2[CH:5]=[CH:6][C:7]([C:8](=[O:24])[CH2:9][CH:10]([CH2:16][CH2:17][C:18]3[CH:19]=[CH:20][CH:21]=[CH:22][CH:23]=3)[C:11]([O:13][CH2:14][CH3:15])=[O:12])=[C:2]([CH3:1])[CH:3]=2)=[CH:30][CH:29]=1.